From a dataset of Full USPTO retrosynthesis dataset with 1.9M reactions from patents (1976-2016). Predict the reactants needed to synthesize the given product. (1) Given the product [C:14]([O:1][CH2:2][C:3]1[NH:12][C:11](=[O:13])[C:10]2[C:5](=[CH:6][CH:7]=[CH:8][CH:9]=2)[N:4]=1)(=[O:16])[CH3:15], predict the reactants needed to synthesize it. The reactants are: [OH:1][CH2:2][C:3]1[NH:12][C:11](=[O:13])[C:10]2[C:5](=[CH:6][CH:7]=[CH:8][CH:9]=2)[N:4]=1.[C:14](OC(=O)C)(=[O:16])[CH3:15]. (2) Given the product [Si:19]([O:26][CH2:27][CH2:28][NH:29][C:30]1[CH:31]=[CH:32][C:33]([NH:36][C:16](=[O:18])[C:11]2[C:10]([NH:9][C:7]([C:5]3[S:6][C:2]([Cl:1])=[CH:3][CH:4]=3)=[O:8])=[CH:15][CH:14]=[N:13][CH:12]=2)=[CH:34][CH:35]=1)([C:22]([CH3:25])([CH3:24])[CH3:23])([CH3:21])[CH3:20], predict the reactants needed to synthesize it. The reactants are: [Cl:1][C:2]1[S:6][C:5]([C:7]([NH:9][C:10]2[CH:15]=[CH:14][N:13]=[CH:12][C:11]=2[C:16]([OH:18])=O)=[O:8])=[CH:4][CH:3]=1.[Si:19]([O:26][CH2:27][CH2:28][NH:29][C:30]1[CH:35]=[CH:34][C:33]([NH2:36])=[CH:32][CH:31]=1)([C:22]([CH3:25])([CH3:24])[CH3:23])([CH3:21])[CH3:20].CN(C(ON1N=NC2C=CC=CC1=2)=[N+](C)C)C.[B-](F)(F)(F)F.C(N(CC)C(C)C)(C)C. (3) Given the product [CH3:9][O:8][C:7]1[CH:6]=[CH:5][C:4]([O:10][C:11](=[O:13])[CH3:12])=[CH:3][C:2]=1[B:14]1[O:18][C:17]([CH3:20])([CH3:19])[C:16]([CH3:22])([CH3:21])[O:15]1, predict the reactants needed to synthesize it. The reactants are: Br[C:2]1[CH:3]=[C:4]([O:10][C:11](=[O:13])[CH3:12])[CH:5]=[CH:6][C:7]=1[O:8][CH3:9].[B:14]1([B:14]2[O:18][C:17]([CH3:20])([CH3:19])[C:16]([CH3:22])([CH3:21])[O:15]2)[O:18][C:17]([CH3:20])([CH3:19])[C:16]([CH3:22])([CH3:21])[O:15]1.C([O-])(=O)C.[K+]. (4) Given the product [N+:8]([C:3]1[CH:4]=[CH:5][CH:6]=[CH:7][C:2]=1[NH:11][C:12]1[CH:17]=[CH:16][C:15]([CH2:18][CH2:19][OH:20])=[CH:14][CH:13]=1)([O-:10])=[O:9], predict the reactants needed to synthesize it. The reactants are: Cl[C:2]1[CH:7]=[CH:6][CH:5]=[CH:4][C:3]=1[N+:8]([O-:10])=[O:9].[NH2:11][C:12]1[CH:17]=[CH:16][C:15]([CH2:18][CH2:19][OH:20])=[CH:14][CH:13]=1. (5) Given the product [CH2:1]([O:8][C:9](=[O:10])[NH:11][C:12]1([C:15](=[O:17])[NH:59][C:56]2([C:52]3[CH:51]=[C:50]([CH2:49][NH:48][C:47]([O:46][C:42]([CH3:45])([CH3:44])[CH3:43])=[O:60])[CH:55]=[CH:54][N:53]=3)[CH2:58][CH2:57]2)[CH2:13][CH2:14]1)[C:2]1[CH:3]=[CH:4][CH:5]=[CH:6][CH:7]=1, predict the reactants needed to synthesize it. The reactants are: [CH2:1]([O:8][C:9]([NH:11][C:12]1([C:15]([OH:17])=O)[CH2:14][CH2:13]1)=[O:10])[C:2]1[CH:7]=[CH:6][CH:5]=[CH:4][CH:3]=1.CN(C(ON1N=NC2C=CC=NC1=2)=[N+](C)C)C.F[P-](F)(F)(F)(F)F.[C:42]([O:46][C:47](=[O:60])[NH:48][CH2:49][C:50]1[CH:55]=[CH:54][N:53]=[C:52]([C:56]2([NH2:59])[CH2:58][CH2:57]2)[CH:51]=1)([CH3:45])([CH3:44])[CH3:43].Cl. (6) The reactants are: [CH:1]1([CH:7]([NH:21][C:22]2[CH:30]=[CH:29][C:25]([C:26]([OH:28])=O)=[CH:24][CH:23]=2)[C:8]2[CH:12]=[C:11]([C:13]3[CH:14]=[N:15][CH:16]=[C:17](C)[CH:18]=3)[O:10][C:9]=2[CH3:20])[CH2:6][CH2:5][CH2:4][CH2:3][CH2:2]1.[CH3:31][NH:32][CH2:33][CH2:34][C:35]([O:37]CC)=[O:36].Cl.C(N=C=NCCCN(C)C)C.O.[OH:53][C:54]1C2N=NNC=2C=CC=1. Given the product [CH:1]1([CH:7]([NH:21][C:22]2[CH:30]=[CH:29][C:25]([C:26]([N:32]([CH3:31])[CH2:33][CH2:34][C:35]([OH:37])=[O:36])=[O:28])=[CH:24][CH:23]=2)[C:8]2[CH:12]=[C:11]([C:13]3[CH:14]=[N:15][CH:16]=[C:17]([O:53][CH3:54])[CH:18]=3)[O:10][C:9]=2[CH3:20])[CH2:2][CH2:3][CH2:4][CH2:5][CH2:6]1, predict the reactants needed to synthesize it. (7) Given the product [ClH:37].[CH:1]([N:4]1[CH2:10][CH2:9][CH2:8][C:7]2[O:11][C:12]3[CH:17]=[C:16]([N:18]4[CH:23]=[CH:22][C:21]([O:24][CH2:25][C:26]5[CH:31]=[CH:30][CH:29]=[C:28]([C:32]([F:35])([F:33])[F:34])[N:27]=5)=[CH:20][C:19]4=[O:36])[CH:15]=[CH:14][C:13]=3[C:6]=2[CH2:5]1)([CH3:3])[CH3:2], predict the reactants needed to synthesize it. The reactants are: [CH:1]([N:4]1[CH2:10][CH2:9][CH2:8][C:7]2[O:11][C:12]3[CH:17]=[C:16]([N:18]4[CH:23]=[CH:22][C:21]([O:24][CH2:25][C:26]5[CH:31]=[CH:30][CH:29]=[C:28]([C:32]([F:35])([F:34])[F:33])[N:27]=5)=[CH:20][C:19]4=[O:36])[CH:15]=[CH:14][C:13]=3[C:6]=2[CH2:5]1)([CH3:3])[CH3:2].[ClH:37].CCOCC. (8) Given the product [C@H:12]12[CH2:14][C@H:9]([NH:8][CH2:13]1)[CH2:10][N:11]2[C:15]([CH3:17])([CH3:16])[CH2:18][OH:19], predict the reactants needed to synthesize it. The reactants are: C(OC([N:8]1[CH2:13][C@@H:12]2[CH2:14][C@H:9]1[CH2:10][N:11]2[C:15]([C:18](OCC)=[O:19])([CH3:17])[CH3:16])=O)(C)(C)C.[H-].[H-].[H-].[H-].[Li+].[Al+3].